Dataset: Forward reaction prediction with 1.9M reactions from USPTO patents (1976-2016). Task: Predict the product of the given reaction. (1) Given the reactants [C:1]1([C:23]2[CH:28]=[CH:27][CH:26]=[CH:25][CH:24]=2)[CH:6]=[CH:5][CH:4]=[C:3]([C:7]#[C:8][CH2:9][CH2:10][CH2:11][N:12]2C(=O)C3C(=CC=CC=3)C2=O)[CH:2]=1.O.NN, predict the reaction product. The product is: [C:1]1([C:23]2[CH:28]=[CH:27][CH:26]=[CH:25][CH:24]=2)[CH:6]=[CH:5][CH:4]=[C:3]([C:7]#[C:8][CH2:9][CH2:10][CH2:11][NH2:12])[CH:2]=1. (2) Given the reactants [Br:1][C:2]1[CH:3]=[C:4]2[C:8](=[CH:9][CH:10]=1)[NH:7][N:6]=[CH:5]2.[H-].[Na+].I[CH2:14][CH3:15], predict the reaction product. The product is: [Br:1][C:2]1[CH:3]=[C:4]2[C:8](=[CH:9][CH:10]=1)[N:7]([CH2:14][CH3:15])[N:6]=[CH:5]2.